From a dataset of Full USPTO retrosynthesis dataset with 1.9M reactions from patents (1976-2016). Predict the reactants needed to synthesize the given product. (1) The reactants are: [F:1][C:2]([F:23])([C:16]1([OH:22])[CH2:21][CH2:20][O:19][CH2:18][CH2:17]1)[C:3]([C:5]1[CH:10]=[C:9]([Si](C)(C)C)[CH:8]=[CH:7][C:6]=1[F:15])=[O:4].CO.[K+].[Br-:27].ClN1C(=O)CCC1=O. Given the product [Br:27][C:9]1[CH:8]=[CH:7][C:6]([F:15])=[C:5]([C:3](=[O:4])[C:2]([F:23])([F:1])[C:16]2([OH:22])[CH2:21][CH2:20][O:19][CH2:18][CH2:17]2)[CH:10]=1, predict the reactants needed to synthesize it. (2) Given the product [CH2:27]([O:29][C:30](=[O:49])[CH2:31][C:32]1[CH:33]=[C:34]([C:21]2[CH:22]=[CH:23][C:18]([C:17]3[O:16][N:15]=[C:14]([CH3:25])[C:13]=3[NH:12][C:11]([O:10][CH:8]([C:3]3[CH:4]=[CH:5][CH:6]=[CH:7][C:2]=3[Cl:1])[CH3:9])=[O:26])=[CH:19][CH:20]=2)[C:35]([O:38][CH3:39])=[CH:36][CH:37]=1)[CH3:28], predict the reactants needed to synthesize it. The reactants are: [Cl:1][C:2]1[CH:7]=[CH:6][CH:5]=[CH:4][C:3]=1[CH:8]([O:10][C:11](=[O:26])[NH:12][C:13]1[C:14]([CH3:25])=[N:15][O:16][C:17]=1[C:18]1[CH:23]=[CH:22][C:21](Br)=[CH:20][CH:19]=1)[CH3:9].[CH2:27]([O:29][C:30](=[O:49])[CH2:31][C:32]1[CH:37]=[CH:36][C:35]([O:38][CH3:39])=[C:34](B2OC(C)(C)C(C)(C)O2)[CH:33]=1)[CH3:28].C(=O)([O-])[O-].[K+].[K+].O.